Dataset: Full USPTO retrosynthesis dataset with 1.9M reactions from patents (1976-2016). Task: Predict the reactants needed to synthesize the given product. (1) Given the product [CH2:1]([N:8]1[CH2:9][CH:10]=[C:11]([C:15]2[CH:20]=[CH:19][CH:18]=[CH:17][C:16]=2[O:21][CH3:22])[CH2:12][CH2:13]1)[C:2]1[CH:3]=[CH:4][CH:5]=[CH:6][CH:7]=1, predict the reactants needed to synthesize it. The reactants are: [CH2:1]([N:8]1[CH2:13][CH2:12][C:11]([C:15]2[CH:20]=[CH:19][CH:18]=[CH:17][C:16]=2[O:21][CH3:22])(O)[CH2:10][CH2:9]1)[C:2]1[CH:7]=[CH:6][CH:5]=[CH:4][CH:3]=1.S(=O)(=O)(O)[O-].[K+].C(=O)([O-])[O-].[Na+].[Na+]. (2) Given the product [N:17]1[CH:18]=[CH:19][N:20]=[CH:21][C:16]=1[CH2:15][CH2:23][C:24]([O:26][C:27]([CH3:30])([CH3:29])[CH3:28])=[O:25], predict the reactants needed to synthesize it. The reactants are: C(N(CC)C(C)C)(C)C.[Li]CCCC.[CH3:15][C:16]1[CH:21]=[N:20][CH:19]=[CH:18][N:17]=1.Br[CH2:23][C:24]([O:26][C:27]([CH3:30])([CH3:29])[CH3:28])=[O:25]. (3) Given the product [C:1]([O:5][C:6]([N:8]1[CH2:12][CH2:11][CH:10]([C:13]2[S:15][CH:20]=[C:18]([CH2:17][Cl:16])[N:14]=2)[CH2:9]1)=[O:7])([CH3:4])([CH3:2])[CH3:3], predict the reactants needed to synthesize it. The reactants are: [C:1]([O:5][C:6]([N:8]1[CH2:12][CH2:11][CH:10]([C:13](=[S:15])[NH2:14])[CH2:9]1)=[O:7])([CH3:4])([CH3:3])[CH3:2].[Cl:16][CH2:17][C:18]([CH2:20]Cl)=O.[O-]S([O-])(=O)=O.[Mg+2]. (4) Given the product [CH3:11][O:12][C:13]1[CH:18]=[CH:17][C:16]([C:19]2[NH:10][C:5]3[N:4]([N:3]=[C:2]([CH3:1])[C:6]=3[CH2:7][CH2:8][CH3:9])[C:21](=[O:22])[CH:20]=2)=[CH:15][CH:14]=1, predict the reactants needed to synthesize it. The reactants are: [CH3:1][C:2]1[C:6]([CH2:7][CH2:8][CH3:9])=[C:5]([NH2:10])[NH:4][N:3]=1.[CH3:11][O:12][C:13]1[CH:18]=[CH:17][C:16]([C:19](=O)[CH2:20][C:21](OC)=[O:22])=[CH:15][CH:14]=1. (5) Given the product [CH:25]([C:9]1[C:10]2[C:11](=[N:12][CH:13]=[C:14]([C:28]3[CH:29]=[C:30]([NH:34][C:35](=[O:40])[CH2:36][CH2:37][CH2:38][CH3:39])[CH:31]=[N:32][CH:33]=3)[CH:15]=2)[N:7]([CH:2]2[CH2:3][CH2:4][CH2:5][CH2:6][O:1]2)[N:8]=1)=[O:26], predict the reactants needed to synthesize it. The reactants are: [O:1]1[CH2:6][CH2:5][CH2:4][CH2:3][CH:2]1[N:7]1[C:11]2=[N:12][CH:13]=[C:14](B3OC(C)(C)C(C)(C)O3)[CH:15]=[C:10]2[C:9]([CH:25]=[O:26])=[N:8]1.Br[C:28]1[CH:29]=[C:30]([NH:34][C:35](=[O:40])[CH2:36][CH2:37][CH2:38][CH3:39])[CH:31]=[N:32][CH:33]=1.C([O-])([O-])=O.[Na+].[Na+].COCCOC. (6) Given the product [Si:1]([O:8][C@H:9]([C:53]1[CH:58]=[CH:57][C:56]([OH:59])=[C:55]([NH:60][CH:61]=[O:62])[CH:54]=1)[CH2:10][NH:11][CH2:12][CH2:13][CH2:14][CH2:15][CH2:16][CH2:17][N:18]([CH3:63])[C:19]([C:21]1[CH:22]=[C:23]([S:27]([C:30]2[CH:31]=[C:32]3[C:37](=[C:38]([CH3:40])[CH:39]=2)[N:36]=[CH:35][C:34]([C:41]([NH2:43])=[O:42])=[C:33]3[NH:44][C:45]2[CH:50]=[CH:49][CH:48]=[C:47]([O:51][CH3:52])[CH:46]=2)(=[O:28])=[O:29])[CH:24]=[CH:25][CH:26]=1)=[O:20])([C:4]([CH3:7])([CH3:5])[CH3:6])([CH3:2])[CH3:3], predict the reactants needed to synthesize it. The reactants are: [Si:1]([O:8][C@H:9]([C:53]1[CH:58]=[CH:57][C:56]([OH:59])=[C:55]([NH:60][CH:61]=[O:62])[CH:54]=1)[CH2:10][NH:11][CH2:12][CH2:13][CH2:14][CH2:15][CH2:16][CH2:17][NH:18][C:19]([C:21]1[CH:22]=[C:23]([S:27]([C:30]2[CH:31]=[C:32]3[C:37](=[C:38]([CH3:40])[CH:39]=2)[N:36]=[CH:35][C:34]([C:41]([NH2:43])=[O:42])=[C:33]3[NH:44][C:45]2[CH:50]=[CH:49][CH:48]=[C:47]([O:51][CH3:52])[CH:46]=2)(=[O:29])=[O:28])[CH:24]=[CH:25][CH:26]=1)=[O:20])([C:4]([CH3:7])([CH3:6])[CH3:5])([CH3:3])[CH3:2].[CH3:63]OC1C=C(NC2C3C(=C(C)C=C(S(C4C=CC=C(C(=O)N(C)CCCCCC=O)C=4)(=O)=O)C=3)N=CC=2C(N)=O)C=CC=1. (7) Given the product [CH3:21][N:22]([CH3:31])[C:23]1[NH:24][CH:25]=[C:26]([CH2:19][CH2:18][N:9]([CH2:8][C:5]2[CH:6]=[N:7][C:2]([Cl:1])=[CH:3][CH:4]=2)[CH2:10][C:11]2[CH:12]=[CH:13][C:14]([Cl:17])=[CH:15][CH:16]=2)[C:27]=1[N+:28]([O-:30])=[O:29], predict the reactants needed to synthesize it. The reactants are: [Cl:1][C:2]1[N:7]=[CH:6][C:5]([CH2:8][N:9]([CH2:18][CH2:19]Cl)[CH2:10][C:11]2[CH:16]=[CH:15][C:14]([Cl:17])=[CH:13][CH:12]=2)=[CH:4][CH:3]=1.[CH3:21][N:22]([CH3:31])[C:23]1[NH:24][CH:25]=[CH:26][C:27]=1[N+:28]([O-:30])=[O:29].C(=O)([O-])[O-].[K+].[K+].